This data is from Full USPTO retrosynthesis dataset with 1.9M reactions from patents (1976-2016). The task is: Predict the reactants needed to synthesize the given product. (1) Given the product [CH3:1][NH:2][C:3]1[CH:13]=[CH:12][CH:11]=[CH:10][C:4]=1[O:5][CH2:6][CH2:7][C:8]1[NH:16][N:15]=[N:14][N:9]=1, predict the reactants needed to synthesize it. The reactants are: [CH3:1][NH:2][C:3]1[CH:13]=[CH:12][CH:11]=[CH:10][C:4]=1[O:5][CH2:6][CH2:7][C:8]#[N:9].[N:14]([Sn](CCCC)(CCCC)CCCC)=[N+:15]=[N-:16].C([Al](CC)CC)C. (2) Given the product [NH2:10][C:3]1[CH:4]=[C:5]([CH:8]=[CH:9][C:2]=1[OH:1])[C:6]#[N:7], predict the reactants needed to synthesize it. The reactants are: [OH:1][C:2]1[CH:9]=[CH:8][C:5]([C:6]#[N:7])=[CH:4][C:3]=1[N+:10]([O-])=O.[Sn].Cl.C([O-])(O)=O.[Na+]. (3) Given the product [CH2:33]([O:32][C:30](=[O:31])[NH:18][CH2:17][CH:14]1[CH2:13][C:12]2[CH:11]=[C:10]([F:19])[CH:9]=[C:8]([C:3]3[CH:4]=[CH:5][CH:6]=[CH:7][C:2]=3[Cl:1])[C:16]=2[O:15]1)[C:34]1[CH:39]=[CH:38][CH:37]=[CH:36][CH:35]=1, predict the reactants needed to synthesize it. The reactants are: [Cl:1][C:2]1[CH:7]=[CH:6][CH:5]=[CH:4][C:3]=1[C:8]1[C:16]2[O:15][CH:14]([CH2:17][NH2:18])[CH2:13][C:12]=2[CH:11]=[C:10]([F:19])[CH:9]=1.C(N(C(C)C)CC)(C)C.Cl[C:30]([O:32][CH2:33][C:34]1[CH:39]=[CH:38][CH:37]=[CH:36][CH:35]=1)=[O:31].C1(C2C3OC(CNC(=O)OCC4C=CC=CC=4)CC=3C=CC=2)CCCC1. (4) Given the product [CH2:23]([O:22][C:10]([C:11]1[CH:20]=[C:19]2[C:14](=[CH:13][CH:12]=1)[C:15](=[O:16])[O:17][CH2:18]2)=[O:21])[CH3:24], predict the reactants needed to synthesize it. The reactants are: OS(O)(=O)=O.O=S(=O)=O.[C:10]([O:22][CH3:23])(=[O:21])[C:11]1[CH:20]=[CH:19][C:14]([C:15]([O:17][CH3:18])=[O:16])=[CH:13][CH:12]=1.[CH2:24]=O. (5) Given the product [F:31][C:32]([F:37])([F:36])[C:33]([OH:35])=[O:34].[F:29][C:26]1[CH:25]=[CH:24][C:23]([O:22][CH:19]2[CH2:20][CH2:21][N:16]([CH2:15][CH2:14][C@H:11]3[CH2:12][CH2:13][C@H:8]([NH2:7])[CH2:9][CH2:10]3)[CH2:17][CH2:18]2)=[CH:28][CH:27]=1, predict the reactants needed to synthesize it. The reactants are: C(OC(=O)[NH:7][C@H:8]1[CH2:13][CH2:12][C@H:11]([CH2:14][CH2:15][N:16]2[CH2:21][CH2:20][CH:19]([O:22][C:23]3[CH:28]=[CH:27][C:26]([F:29])=[CH:25][CH:24]=3)[CH2:18][CH2:17]2)[CH2:10][CH2:9]1)(C)(C)C.[F:31][C:32]([F:37])([F:36])[C:33]([OH:35])=[O:34].C([O-])(O)=O.[Na+]. (6) Given the product [Br:13][C:14]1[C:15]2[N:16]([C:5](=[O:11])[NH:29][N:28]=2)[CH:17]=[CH:18][C:19]=1[C:20]1[CH:27]=[CH:26][C:23]([C:24]#[N:25])=[CH:22][CH:21]=1, predict the reactants needed to synthesize it. The reactants are: ClC(Cl)(O[C:5](=[O:11])OC(Cl)(Cl)Cl)Cl.[Br:13][C:14]1[C:15]([NH:28][NH2:29])=[N:16][CH:17]=[CH:18][C:19]=1[C:20]1[CH:27]=[CH:26][C:23]([C:24]#[N:25])=[CH:22][CH:21]=1. (7) Given the product [C:20]([C:19]1[CH:22]=[C:15]([C:13]2[O:12][N:11]=[C:10]([C:4]3[C:3]([CH2:1][CH3:2])=[C:8]([O:9][CH2:28][C:29]([O:31][CH2:32][CH3:33])=[O:30])[CH:7]=[CH:6][CH:5]=3)[N:14]=2)[CH:16]=[CH:17][C:18]=1[O:23][CH:24]([CH3:25])[CH3:26])#[N:21], predict the reactants needed to synthesize it. The reactants are: [CH2:1]([C:3]1[C:8]([OH:9])=[CH:7][CH:6]=[CH:5][C:4]=1[C:10]1[N:14]=[C:13]([C:15]2[CH:16]=[CH:17][C:18]([O:23][CH:24]([CH3:26])[CH3:25])=[C:19]([CH:22]=2)[C:20]#[N:21])[O:12][N:11]=1)[CH3:2].Br[CH2:28][C:29]([O:31][CH2:32][CH3:33])=[O:30].C(=O)([O-])[O-].[K+].[K+].O. (8) The reactants are: C([O-])([O-])=O.[K+].[K+].[C:7]1([CH3:13])[CH:12]=[CH:11][CH:10]=CC=1.[Cl:14][CH2:15][C:16](Cl)=[O:17]. Given the product [Cl:14][CH2:15][C:16]([CH:10]1[CH2:11][CH2:12][CH2:7][CH2:13]1)=[O:17], predict the reactants needed to synthesize it. (9) Given the product [CH2:1]([O:3][C:4]([C:6]1[C:15](=[O:16])[C:14]2[C:9](=[C:10](/[CH:19]=[CH:20]\[CH2:21][C@H:22]3[CH2:26][C@@H:25]([NH:27][C:28]([O:30][C:31]([CH3:34])([CH3:33])[CH3:32])=[O:29])[CH2:24][N:23]3[C:35]([O:37][C:38]([CH3:41])([CH3:40])[CH3:39])=[O:36])[C:11]([F:18])=[C:12]([F:17])[CH:13]=2)[N:8]([CH:42]2[CH2:43][CH2:44]2)[CH:7]=1)=[O:5])[CH3:2], predict the reactants needed to synthesize it. The reactants are: [CH2:1]([O:3][C:4]([C:6]1[C:15](=[O:16])[C:14]2[C:9](=[C:10]([C:19]#[C:20][CH2:21][C@H:22]3[CH2:26][C@@H:25]([NH:27][C:28]([O:30][C:31]([CH3:34])([CH3:33])[CH3:32])=[O:29])[CH2:24][N:23]3[C:35]([O:37][C:38]([CH3:41])([CH3:40])[CH3:39])=[O:36])[C:11]([F:18])=[C:12]([F:17])[CH:13]=2)[N:8]([CH:42]2[CH2:44][CH2:43]2)[CH:7]=1)=[O:5])[CH3:2].C(O)C. (10) The reactants are: [N:1]1([C:5]([C:7]2[N:12]=[CH:11][C:10]([O:13][C:14]3[CH:15]=[C:16]([CH:27]=[C:28]([OH:30])[CH:29]=3)[C:17]([NH:19][C:20]3[CH:25]=[N:24][C:23]([CH3:26])=[CH:22][N:21]=3)=[O:18])=[CH:9][CH:8]=2)=[O:6])[CH2:4][CH2:3][CH2:2]1.Br[CH:32]1[CH2:36][CH2:35][N:34]([CH3:37])[C:33]1=[O:38].C(=O)([O-])[O-].[K+].[K+]. Given the product [N:1]1([C:5]([C:7]2[N:12]=[CH:11][C:10]([O:13][C:14]3[CH:15]=[C:16]([CH:27]=[C:28]([O:30][C@H:32]4[CH2:36][CH2:35][N:34]([CH3:37])[C:33]4=[O:38])[CH:29]=3)[C:17]([NH:19][C:20]3[CH:25]=[N:24][C:23]([CH3:26])=[CH:22][N:21]=3)=[O:18])=[CH:9][CH:8]=2)=[O:6])[CH2:2][CH2:3][CH2:4]1, predict the reactants needed to synthesize it.